This data is from Reaction yield outcomes from USPTO patents with 853,638 reactions. The task is: Predict the reaction yield, written as a fraction of the theoretical maximum amount of product (1.0 means a 100% yield; for example, 0.34 means a 34% yield). (1) The reactants are FC(F)(F)S(O[C:7]1[CH:12]=[CH:11][C:10]([C:13]2[C:18]([CH3:19])=[N:17][C:16]([CH3:20])=[C:15]([C:21](=[O:23])[NH2:22])[N:14]=2)=[CH:9][CH:8]=1)(=O)=O.[Cl:26][C:27]1[CH:28]=[C:29]([C:42]2([C:45]([O:47][CH3:48])=[O:46])[CH2:44][CH2:43]2)[CH:30]=[CH:31][C:32]=1B1OC(C)(C)C(C)(C)O1.P([O-])([O-])([O-])=O.[K+].[K+].[K+].CO. The catalyst is COCCOC.C1C=CC(P(C2C=CC=CC=2)[C-]2C=CC=C2)=CC=1.C1C=CC(P(C2C=CC=CC=2)[C-]2C=CC=C2)=CC=1.Cl[Pd]Cl.[Fe+2].C(Cl)Cl.O. The product is [C:21]([C:15]1[N:14]=[C:13]([C:10]2[CH:11]=[CH:12][C:7]([C:32]3[CH:31]=[CH:30][C:29]([C:42]4([C:45]([O:47][CH3:48])=[O:46])[CH2:44][CH2:43]4)=[CH:28][C:27]=3[Cl:26])=[CH:8][CH:9]=2)[C:18]([CH3:19])=[N:17][C:16]=1[CH3:20])(=[O:23])[NH2:22]. The yield is 0.495. (2) The catalyst is C1C=CC([P]([Pd]([P](C2C=CC=CC=2)(C2C=CC=CC=2)C2C=CC=CC=2)([P](C2C=CC=CC=2)(C2C=CC=CC=2)C2C=CC=CC=2)[P](C2C=CC=CC=2)(C2C=CC=CC=2)C2C=CC=CC=2)(C2C=CC=CC=2)C2C=CC=CC=2)=CC=1.COCCOC. The yield is 0.968. The product is [C:11]1([C:2]2[CH:7]=[CH:6][C:5]([N+:8]([O-:10])=[O:9])=[CH:4][N:3]=2)[CH:16]=[CH:15][CH:14]=[CH:13][CH:12]=1. The reactants are Cl[C:2]1[CH:7]=[CH:6][C:5]([N+:8]([O-:10])=[O:9])=[CH:4][N:3]=1.[C:11]1(B(O)O)[CH:16]=[CH:15][CH:14]=[CH:13][CH:12]=1.